From a dataset of Catalyst prediction with 721,799 reactions and 888 catalyst types from USPTO. Predict which catalyst facilitates the given reaction. (1) Reactant: [I:1][C:2]1[CH:7]=[CH:6][C:5]([NH2:8])=[C:4]([N+:9]([O-:11])=[O:10])[CH:3]=1.[H-].[Na+].[CH3:14]N(C=O)C.IC. Product: [I:1][C:2]1[CH:7]=[CH:6][C:5]([NH:8][CH3:14])=[C:4]([N+:9]([O-:11])=[O:10])[CH:3]=1. The catalyst class is: 6. (2) Reactant: [N:1]1[C:10]2[C:5](=[N:6][CH:7]=[CH:8][CH:9]=2)[CH:4]=[CH:3][CH:2]=1.C([O-])(=O)C.[Na+].[Br:16]Br. Product: [Br:16][C:3]1[CH:2]=[N:1][C:10]2[C:5]([CH:4]=1)=[N:6][CH:7]=[CH:8][CH:9]=2. The catalyst class is: 15. (3) Reactant: [CH:1]1([S:4]([NH:7][C:8]([C:10]2([NH:15][C:16]([CH:18]3[CH2:22][CH:21]([OH:23])[CH2:20][CH:19]3[C:24]([N:26]([CH2:28][CH2:29][CH2:30][CH2:31][CH:32]=[CH2:33])[CH3:27])=[O:25])=[O:17])[CH2:12][CH:11]2[CH:13]=[CH2:14])=[O:9])(=[O:6])=[O:5])[CH2:3][CH2:2]1.[H-].[Na+].[Cl:36][C:37]1[N:42]=[C:41](Cl)[CH:40]=[CH:39][N:38]=1. Product: [CH:1]1([S:4]([NH:7][C:8]([C:10]2([NH:15][C:16]([CH:18]3[CH2:22][CH:21]([O:23][C:39]4[CH:40]=[CH:41][N:42]=[C:37]([Cl:36])[N:38]=4)[CH2:20][CH:19]3[C:24]([N:26]([CH2:28][CH2:29][CH2:30][CH2:31][CH:32]=[CH2:33])[CH3:27])=[O:25])=[O:17])[CH2:12][CH:11]2[CH:13]=[CH2:14])=[O:9])(=[O:6])=[O:5])[CH2:2][CH2:3]1. The catalyst class is: 3. (4) Reactant: [C:1]([S:4][CH:5]1[CH2:10][CH2:9][N:8](C(C2C=CC=CC=2)(C2C=CC=CC=2)C2C=CC=CC=2)[CH2:7]/[C:6]/1=[CH:30]\[C:31]1[N:35]([CH2:36][C:37]([O:39][CH3:40])=[O:38])[N:34]=[CH:33][N:32]=1)(=[O:3])[CH3:2].[F:41][C:42]([F:47])([F:46])[C:43]([OH:45])=[O:44]. Product: [F:41][C:42]([F:47])([F:46])[C:43]([OH:45])=[O:44].[C:1]([S:4][CH:5]1[CH2:10][CH2:9][NH:8][CH2:7]/[C:6]/1=[CH:30]\[C:31]1[N:35]([CH2:36][C:37]([O:39][CH3:40])=[O:38])[N:34]=[CH:33][N:32]=1)(=[O:3])[CH3:2]. The catalyst class is: 4.